From a dataset of Reaction yield outcomes from USPTO patents with 853,638 reactions. Predict the reaction yield, written as a fraction of the theoretical maximum amount of product (1.0 means a 100% yield; for example, 0.34 means a 34% yield). (1) The reactants are CC(C)([O-])C.[K+].[C:7](#[N:10])[CH2:8][CH3:9].CO[C:13](=[O:22])[C:14]1[CH:19]=[CH:18][C:17]([C:20]#[N:21])=[CH:16][CH:15]=1. The catalyst is O1CCCC1. The product is [C:7]([CH:8]([CH3:9])[C:13]([C:14]1[CH:15]=[CH:16][C:17]([C:20]#[N:21])=[CH:18][CH:19]=1)=[O:22])#[N:10]. The yield is 0.550. (2) The reactants are [NH2:1][C:2]1[CH:7]=[CH:6][C:5]([C:8]2[C:16]3[C:15]([NH2:17])=[N:14][CH:13]=[N:12][C:11]=3[O:10][CH:9]=2)=[CH:4][CH:3]=1.[CH:26]1N=[CH:29][N:28](C(N2[CH:29]=[N:28][CH:27]=[CH:26]2)=S)[CH:27]=1.N[C:31]1[CH:36]=[CH:35]C=C[C:32]=1[OH:37].Cl.C(N=C=NCCCN(C)C)C. The catalyst is N1C=CC=CC=1. The product is [O:37]1[C:32]2[CH:31]=[CH:36][CH:35]=[CH:26][C:27]=2[N:28]=[C:29]1[NH:1][C:2]1[CH:3]=[CH:4][C:5]([C:8]2[C:16]3[C:15]([NH2:17])=[N:14][CH:13]=[N:12][C:11]=3[O:10][CH:9]=2)=[CH:6][CH:7]=1. The yield is 0.250. (3) The reactants are [NH2:1][C:2]1[CH:7]=[CH:6][CH:5]=[C:4]([CH3:8])[C:3]=1[NH:9][C:10]([C:12]1[N:16]([C:17]2[C:22]([Cl:23])=[CH:21][CH:20]=[CH:19][N:18]=2)[N:15]=[C:14]([Br:24])[CH:13]=1)=[O:11].C(Cl)Cl.Cl[C:29]([O:31][CH3:32])=[O:30]. The catalyst is N1C=CC=CC=1. The product is [Br:24][C:14]1[CH:13]=[C:12]([C:10]([NH:9][C:3]2[C:4]([CH3:8])=[CH:5][CH:6]=[CH:7][C:2]=2[NH:1][C:29](=[O:30])[O:31][CH3:32])=[O:11])[N:16]([C:17]2[C:22]([Cl:23])=[CH:21][CH:20]=[CH:19][N:18]=2)[N:15]=1. The yield is 0.320. (4) The reactants are [NH:1]1[C:9]2[C:4](=[CH:5][CH:6]=[CH:7][CH:8]=2)[CH:3]=[C:2]1[C:10]1[CH:15]=[CH:14][CH:13]=[CH:12][C:11]=1[NH:16][C:17](=[O:27])[CH2:18][C:19]1[CH:24]=[CH:23][CH:22]=[CH:21][C:20]=1[O:25]C.COC.B(Br)(Br)Br. The yield is 0.320. The product is [OH:25][C:20]1[CH:21]=[CH:22][CH:23]=[CH:24][C:19]=1[CH2:18][C:17]([NH:16][C:11]1[CH:12]=[CH:13][CH:14]=[CH:15][C:10]=1[C:2]1[NH:1][C:9]2[C:4]([CH:3]=1)=[CH:5][CH:6]=[CH:7][CH:8]=2)=[O:27]. No catalyst specified. (5) The reactants are [C:1]([C:4]1[C:5]([C:23]2[CH:28]=[CH:27][C:26]([F:29])=[C:25]([Cl:30])[CH:24]=2)=[N:6][N:7]2[C@H:12]3[CH2:13][O:14][CH2:15][C@H:11]3[N:10](C(OC(C)(C)C)=O)[CH2:9][C:8]=12)(=[O:3])[NH2:2].Cl. The catalyst is O1CCOCC1. The product is [ClH:30].[Cl:30][C:25]1[CH:24]=[C:23]([C:5]2[C:4]([C:1]([NH2:2])=[O:3])=[C:8]3[CH2:9][NH:10][C@@H:11]4[CH2:15][O:14][CH2:13][C@@H:12]4[N:7]3[N:6]=2)[CH:28]=[CH:27][C:26]=1[F:29]. The yield is 0.710. (6) The reactants are [Cl:1][C:2]1[CH:8]=[C:7](I)[C:5]([NH2:6])=[C:4]([F:10])[CH:3]=1.[CH:11]#[C:12][CH3:13]. The catalyst is C(N(CC)CC)C.[Cu]I.Cl[Pd](Cl)([P](C1C=CC=CC=1)(C1C=CC=CC=1)C1C=CC=CC=1)[P](C1C=CC=CC=1)(C1C=CC=CC=1)C1C=CC=CC=1. The product is [Cl:1][C:2]1[CH:8]=[C:7]([C:11]#[C:12][CH3:13])[C:5]([NH2:6])=[C:4]([F:10])[CH:3]=1. The yield is 0.910. (7) The yield is 0.700. The product is [CH:35]1([NH:38][C:23]([C:22]2[CH:21]=[N:20][N:17]3[CH:18]=[CH:19][C:14]([N:10]4[CH2:11][CH2:12][CH2:13][C@@H:9]4[C:7]4[CH:8]=[C:3]([F:2])[CH:4]=[CH:5][C:6]=4[O:26][CH2:27][CH2:28][N:29]4[CH2:34][CH2:33][O:32][CH2:31][CH2:30]4)=[N:15][C:16]=23)=[O:25])[CH2:37][CH2:36]1. The reactants are Cl.[F:2][C:3]1[CH:4]=[CH:5][C:6]([O:26][CH2:27][CH2:28][N:29]2[CH2:34][CH2:33][O:32][CH2:31][CH2:30]2)=[C:7]([C@H:9]2[CH2:13][CH2:12][CH2:11][N:10]2[C:14]2[CH:19]=[CH:18][N:17]3[N:20]=[CH:21][C:22]([C:23]([OH:25])=O)=[C:16]3[N:15]=2)[CH:8]=1.[CH:35]1([NH2:38])[CH2:37][CH2:36]1. No catalyst specified. (8) The reactants are Cl[C:2](Cl)([O:4]C(=O)OC(Cl)(Cl)Cl)Cl.N1C=CC=CC=1.[NH2:19][C:20]1[C:25]([NH2:26])=[C:24]([O:27][C:28]2[CH:33]=[CH:32][C:31]([NH:34][C:35](=[O:40])[C:36]([F:39])([F:38])[F:37])=[C:30]([F:41])[CH:29]=2)[CH:23]=[CH:22][N:21]=1. The catalyst is C1COCC1. The product is [O:4]=[C:2]1[NH:19][C:20]2=[N:21][CH:22]=[CH:23][C:24]([O:27][C:28]3[CH:33]=[CH:32][C:31]([NH:34][C:35](=[O:40])[C:36]([F:37])([F:38])[F:39])=[C:30]([F:41])[CH:29]=3)=[C:25]2[NH:26]1. The yield is 0.490. (9) The reactants are Cl[C:2]1[N:3]=[N:4][C:5]([C:8]([NH2:10])=[O:9])=[CH:6][CH:7]=1.C([NH:13][CH2:14][C:15]1[CH:20]=[CH:19][CH:18]=[CH:17][C:16]=1[O:21][C:22]1[CH:27]=[CH:26][CH:25]=[CH:24][CH:23]=1)C.[CH:28](N(C(C)C)CC)(C)[CH3:29]. The catalyst is CN(C=O)C. The product is [CH2:28]([N:10]([NH:13][CH2:14][C:15]1[CH:20]=[CH:19][CH:18]=[CH:17][C:16]=1[O:21][C:22]1[CH:27]=[CH:26][CH:25]=[CH:24][CH:23]=1)[C:8]([C:5]1[N:4]=[N:3][CH:2]=[CH:7][CH:6]=1)=[O:9])[CH3:29]. The yield is 0.430.